From a dataset of Reaction yield outcomes from USPTO patents with 853,638 reactions. Predict the reaction yield, written as a fraction of the theoretical maximum amount of product (1.0 means a 100% yield; for example, 0.34 means a 34% yield). (1) The reactants are [Cl:1][C:2]1[CH:3]=[C:4]([C:20]2[C:21]([C:26]#[N:27])=[CH:22][CH:23]=[CH:24][CH:25]=2)[CH:5]=[CH:6][C:7]=1[CH2:8][C:9]1[C:14](=[O:15])[NH:13][C:12]([CH3:16])=[N:11][C:10]=1[CH2:17][CH2:18][CH3:19].[CH:28]([O:31][C:32]1[CH:37]=[CH:36][C:35](B(O)O)=[CH:34][CH:33]=1)([CH3:30])[CH3:29].C([N:43](CC)CC)C.N1C=CC=CC=1.[C:54]([O:57]CC)(=[O:56])C. The catalyst is ClCCl.C([O-])(=O)C.[Cu+2].C([O-])(=O)C. The product is [Cl:1][C:2]1[CH:3]=[C:4]([C:20]2[CH:25]=[CH:24][CH:23]=[CH:22][C:21]=2[C:26]2[NH:43][C:54](=[O:56])[O:57][N:27]=2)[CH:5]=[CH:6][C:7]=1[CH2:8][C:9]1[C:14](=[O:15])[N:13]([C:35]2[CH:36]=[CH:37][C:32]([O:31][CH:28]([CH3:30])[CH3:29])=[CH:33][CH:34]=2)[C:12]([CH3:16])=[N:11][C:10]=1[CH2:17][CH2:18][CH3:19]. The yield is 0.580. (2) The reactants are [Br:1][C:2]1[CH:3]=[C:4]([CH:6]=[CH:7][CH:8]=1)[NH2:5].Br[CH2:10][CH2:11][OH:12].C(N(CC)CC)C. The catalyst is C1(C)C=CC=CC=1. The product is [Br:1][C:2]1[CH:3]=[C:4]([NH:5][CH2:10][CH2:11][OH:12])[CH:6]=[CH:7][CH:8]=1. The yield is 0.600. (3) The reactants are [Br:1]N1C(=O)CCC1=O.C1(P(C2C=CC=CC=2)C2C=CC=CC=2)C=CC=CC=1.O[CH2:29][CH2:30][O:31][CH2:32][C:33]1[CH:40]=[CH:39][C:36]([C:37]#[N:38])=[CH:35][CH:34]=1. The catalyst is C(Cl)Cl.[Al]. The product is [Br:1][CH2:29][CH2:30][O:31][CH2:32][C:33]1[CH:40]=[CH:39][C:36]([C:37]#[N:38])=[CH:35][CH:34]=1. The yield is 0.470. (4) The reactants are [N+:1]([C:4]1[CH:16]=[CH:15][C:7]([CH2:8][C:9]2[CH:14]=[CH:13][N:12]=[CH:11][CH:10]=2)=[CH:6][CH:5]=1)([O-])=O. The catalyst is CCO.[Pd]. The product is [N:12]1[CH:13]=[CH:14][C:9]([CH2:8][C:7]2[CH:6]=[CH:5][C:4]([NH2:1])=[CH:16][CH:15]=2)=[CH:10][CH:11]=1. The yield is 0.900.